Dataset: Reaction yield outcomes from USPTO patents with 853,638 reactions. Task: Predict the reaction yield, written as a fraction of the theoretical maximum amount of product (1.0 means a 100% yield; for example, 0.34 means a 34% yield). (1) The reactants are [CH3:1][C:2]1[O:6][N:5]=[C:4]([NH2:7])[CH:3]=1.Br[C:9]1[C:10](=[O:17])[N:11]([CH3:16])[N:12]=[C:13]([Cl:15])[CH:14]=1.CC1(C)C2C(=C(P(C3C=CC=CC=3)C3C=CC=CC=3)C=CC=2)OC2C(P(C3C=CC=CC=3)C3C=CC=CC=3)=CC=CC1=2.C(=O)([O-])[O-].[Cs+].[Cs+]. The catalyst is C1C=CC(/C=C/C(/C=C/C2C=CC=CC=2)=O)=CC=1.C1C=CC(/C=C/C(/C=C/C2C=CC=CC=2)=O)=CC=1.C1C=CC(/C=C/C(/C=C/C2C=CC=CC=2)=O)=CC=1.[Pd].[Pd].O1CCOCC1. The product is [Cl:15][C:13]1[CH:14]=[C:9]([NH:7][C:4]2[CH:3]=[C:2]([CH3:1])[O:6][N:5]=2)[C:10](=[O:17])[N:11]([CH3:16])[N:12]=1. The yield is 0.440. (2) The product is [Cl:18][C:19]1[CH:20]=[CH:21][C:22]([S:25]([C:28](=[CH:16][C:15]2[C:14]3[C:9](=[CH:10][CH:11]=[CH:12][CH:13]=3)[NH:8][C:7]=2[C:5]2[S:6][C:2]([Cl:1])=[CH:3][CH:4]=2)[C:29]#[N:30])(=[O:26])=[O:27])=[CH:23][CH:24]=1. The yield is 0.460. The reactants are [Cl:1][C:2]1[S:6][C:5]([C:7]2[NH:8][C:9]3[C:14]([C:15]=2[CH:16]=O)=[CH:13][CH:12]=[CH:11][CH:10]=3)=[CH:4][CH:3]=1.[Cl:18][C:19]1[CH:24]=[CH:23][C:22]([S:25]([CH2:28][C:29]#[N:30])(=[O:27])=[O:26])=[CH:21][CH:20]=1. No catalyst specified. (3) The reactants are [OH:1][CH:2]([C:6]1[CH:11]=[CH:10][C:9]([C:12]2[N:16]=[C:15]([C:17]3[O:21][N:20]=[C:19]([C:22]4[CH:27]=[CH:26][CH:25]=[CH:24][CH:23]=4)[C:18]=3[C:28]([F:31])([F:30])[F:29])[O:14][N:13]=2)=[CH:8][CH:7]=1)[C:3](O)=[O:4].CN1CC[O:36]CC1.CN(C(ON1N=[N:54][C:49]2C=[CH:51][CH:52]=[N:53][C:48]1=2)=[N+](C)C)C.F[P-](F)(F)(F)(F)F. The catalyst is CN(C=O)C. The product is [CH2:52]([NH:53][C:48](=[O:36])[CH2:49][NH:54][C:3](=[O:4])[CH:2]([OH:1])[C:6]1[CH:7]=[CH:8][C:9]([C:12]2[N:16]=[C:15]([C:17]3[O:21][N:20]=[C:19]([C:22]4[CH:27]=[CH:26][CH:25]=[CH:24][CH:23]=4)[C:18]=3[C:28]([F:30])([F:31])[F:29])[O:14][N:13]=2)=[CH:10][CH:11]=1)[CH3:51]. The yield is 0.236. (4) The reactants are [NH:1]1[C:9]2[C:4](=[C:5]([C:10]3[CH:11]=[C:12]4[C:16](=[CH:17][CH:18]=3)[NH:15][N:14]=[C:13]4[NH2:19])[CH:6]=[CH:7][CH:8]=2)[CH:3]=[CH:2]1.C([OH:22])C.C(O)(=O)C.[Br-].[Br-].[Br-].[NH+]1C=CC=CC=1.[NH+]1C=CC=CC=1.[NH+]1C=CC=CC=1. The catalyst is CC(O)(C)C.[Zn]. The product is [NH2:19][C:13]1[C:12]2[C:16](=[CH:17][CH:18]=[C:10]([C:5]3[CH:6]=[CH:7][CH:8]=[C:9]4[C:4]=3[CH2:3][C:2](=[O:22])[NH:1]4)[CH:11]=2)[NH:15][N:14]=1. The yield is 0.770. (5) The yield is 0.830. The reactants are O1CCN[C:2]1=O.[NH2:7][C@H:8]([C:19]([OH:21])=[O:20])[CH2:9][CH:10]1[C:18]2[C:13](=[CH:14][CH:15]=[CH:16][CH:17]=2)[NH:12][CH2:11]1.C([SiH](CC)CC)C.FC(F)(F)C(O)=O. The catalyst is C(Cl)(Cl)Cl.C1(C)C=CC=CC=1. The product is [CH3:2][NH:7][C@H:8]([C:19]([OH:21])=[O:20])[CH2:9][CH:10]1[C:18]2[C:13](=[CH:14][CH:15]=[CH:16][CH:17]=2)[NH:12][CH2:11]1.